This data is from Reaction yield outcomes from USPTO patents with 853,638 reactions. The task is: Predict the reaction yield, written as a fraction of the theoretical maximum amount of product (1.0 means a 100% yield; for example, 0.34 means a 34% yield). The reactants are [O:1]1[C:5]2[CH:6]=[CH:7][C:8]([CH:10]=O)=[CH:9][C:4]=2[O:3][CH2:2]1.[CH3:12][C:13]1[CH:18]=[CH:17][C:16]([S:19]([OH:21])=[O:20])=[CH:15][CH:14]=1.C12(CS(O)(=O)=O)C(C)(C)C(CC1)CC2=O.C(=O)([O-])O.[Na+].[CH:42]([NH2:44])=[O:43]. The catalyst is CCCCCC.C(OCC)(=O)C.O. The product is [O:1]1[C:5]2[CH:6]=[CH:7][C:8]([CH:10]([S:19]([C:16]3[CH:17]=[CH:18][C:13]([CH3:12])=[CH:14][CH:15]=3)(=[O:21])=[O:20])[NH:44][CH:42]=[O:43])=[CH:9][C:4]=2[O:3][CH2:2]1. The yield is 0.330.